From a dataset of Forward reaction prediction with 1.9M reactions from USPTO patents (1976-2016). Predict the product of the given reaction. (1) Given the reactants C1(S([N:10]2[C:14]3[N:15]=[CH:16][N:17]=[C:18]([N:19]4[CH2:24][CH2:23][CH:22]([NH:25][S:26]([C:29]5[CH:34]=[CH:33][C:32]([O:35][C:36]([F:39])([F:38])[F:37])=[CH:31][CH:30]=5)(=[O:28])=[O:27])[CH2:21][CH2:20]4)[C:13]=3[CH:12]=[C:11]2[C:40]2[CH:41]=[N:42][N:43]([CH3:45])[CH:44]=2)(=O)=O)C=CC=CC=1.CO.[OH-].[K+], predict the reaction product. The product is: [CH3:45][N:43]1[CH:44]=[C:40]([C:11]2[NH:10][C:14]3[N:15]=[CH:16][N:17]=[C:18]([N:19]4[CH2:20][CH2:21][CH:22]([NH:25][S:26]([C:29]5[CH:30]=[CH:31][C:32]([O:35][C:36]([F:38])([F:39])[F:37])=[CH:33][CH:34]=5)(=[O:28])=[O:27])[CH2:23][CH2:24]4)[C:13]=3[CH:12]=2)[CH:41]=[N:42]1. (2) Given the reactants [CH3:1][C:2]([N:7]1[CH:11]=[C:10]([C:12]2[CH:35]=[CH:34][C:15]3[C:16]4[N:17]=[C:18]([C:24]5[N:25]([CH2:29][C:30]([F:33])([F:32])[F:31])[N:26]=[CH:27][N:28]=5)[S:19][C:20]=4[CH2:21][CH2:22][O:23][C:14]=3[CH:13]=2)[CH:9]=[N:8]1)([CH3:6])[C:3](O)=[O:4].O1CCCC1.[AlH4-].[Li+], predict the reaction product. The product is: [CH3:6][C:2]([N:7]1[CH:11]=[C:10]([C:12]2[CH:35]=[CH:34][C:15]3[C:16]4[N:17]=[C:18]([C:24]5[N:25]([CH2:29][C:30]([F:31])([F:33])[F:32])[N:26]=[CH:27][N:28]=5)[S:19][C:20]=4[CH2:21][CH2:22][O:23][C:14]=3[CH:13]=2)[CH:9]=[N:8]1)([CH3:1])[CH2:3][OH:4]. (3) Given the reactants [Mg].Br[C:3]1[CH:8]=[CH:7][C:6]([CH2:9][CH2:10][CH2:11][CH2:12][CH2:13][CH2:14][CH2:15][CH3:16])=[CH:5][CH:4]=1.C([O:19][C:20]1[CH2:25][CH2:24][CH2:23][C:22](=O)[CH:21]=1)C.Cl, predict the reaction product. The product is: [CH2:9]([C:6]1[CH:7]=[CH:8][C:3]([C:22]2[CH2:23][CH2:24][CH2:25][C:20](=[O:19])[CH:21]=2)=[CH:4][CH:5]=1)[CH2:10][CH2:11][CH2:12][CH2:13][CH2:14][CH2:15][CH3:16]. (4) Given the reactants Cl[C:2]1[N:20]=[C:5]2[C:6]([C:10]3[CH:15]=[CH:14][C:13]([S:16]([CH3:19])(=[O:18])=[O:17])=[CH:12][CH:11]=3)=[CH:7][CH:8]=[CH:9][N:4]2[N:3]=1.[CH3:21][N:22]1[CH2:30][C:29]2[C:24](=[CH:25][CH:26]=[C:27]([NH2:31])[CH:28]=2)[CH2:23]1.C1(P(C2CCCCC2)C2C=CC=CC=2C2C=CC=CC=2P(C2CCCCC2)C2CCCCC2)CCCCC1, predict the reaction product. The product is: [CH3:19][S:16]([C:13]1[CH:14]=[CH:15][C:10]([C:6]2[C:5]3[N:4]([N:3]=[C:2]([NH:31][C:27]4[CH:28]=[C:29]5[C:24](=[CH:25][CH:26]=4)[CH2:23][N:22]([CH3:21])[CH2:30]5)[N:20]=3)[CH:9]=[CH:8][CH:7]=2)=[CH:11][CH:12]=1)(=[O:18])=[O:17]. (5) Given the reactants [C:1]([NH:4][C:5]1[CH:36]=[CH:35][C:8]([CH2:9][C:10]2[NH:18][C:17]3[C:16](=[O:19])[N:15]([CH2:20][C:21]4[CH:26]=[CH:25][CH:24]=[CH:23][C:22]=4[F:27])[C:14](=[O:28])[N:13]([CH2:29][CH2:30][CH2:31][C:32]([OH:34])=[O:33])[C:12]=3[N:11]=2)=[CH:7][CH:6]=1)(=[O:3])[CH3:2].S(Cl)(Cl)=O.[CH3:41]O, predict the reaction product. The product is: [CH3:41][O:33][C:32](=[O:34])[CH2:31][CH2:30][CH2:29][N:13]1[C:12]2[N:11]=[C:10]([CH2:9][C:8]3[CH:35]=[CH:36][C:5]([NH:4][C:1](=[O:3])[CH3:2])=[CH:6][CH:7]=3)[NH:18][C:17]=2[C:16](=[O:19])[N:15]([CH2:20][C:21]2[CH:26]=[CH:25][CH:24]=[CH:23][C:22]=2[F:27])[C:14]1=[O:28]. (6) Given the reactants [CH3:1][C:2]1[C:6]([CH2:7][O:8][C:9]2[CH:14]=[CH:13][C:12]([S:15](Cl)(=[O:17])=[O:16])=[CH:11][CH:10]=2)=[C:5]([CH3:19])[O:4][N:3]=1.[CH:20]([C:23]1[CH:24]=[CH:25][C:26]([NH2:29])=[N:27][CH:28]=1)([CH3:22])[CH3:21], predict the reaction product. The product is: [CH3:1][C:2]1[C:6]([CH2:7][O:8][C:9]2[CH:14]=[CH:13][C:12]([S:15]([NH:29][C:26]3[CH:25]=[CH:24][C:23]([CH:20]([CH3:22])[CH3:21])=[CH:28][N:27]=3)(=[O:17])=[O:16])=[CH:11][CH:10]=2)=[C:5]([CH3:19])[O:4][N:3]=1. (7) The product is: [C:38]([O:37][C:36](=[O:42])[NH:35][CH2:34][CH:31]1[CH2:30][CH2:29][N:28]([C:2]2[N:3]=[C:4]([N:14]3[C:18]4[CH:19]=[CH:20][CH:21]=[C:22]([O:23][CH3:24])[C:17]=4[N:16]=[C:15]3[CH:25]([F:27])[F:26])[N:5]=[C:6]([N:8]3[CH2:9][CH2:10][O:11][CH2:12][CH2:13]3)[N:7]=2)[CH2:33][CH2:32]1)([CH3:41])([CH3:39])[CH3:40]. Given the reactants Cl[C:2]1[N:7]=[C:6]([N:8]2[CH2:13][CH2:12][O:11][CH2:10][CH2:9]2)[N:5]=[C:4]([N:14]2[C:18]3[CH:19]=[CH:20][CH:21]=[C:22]([O:23][CH3:24])[C:17]=3[N:16]=[C:15]2[CH:25]([F:27])[F:26])[N:3]=1.[NH:28]1[CH2:33][CH2:32][CH:31]([CH2:34][NH:35][C:36](=[O:42])[O:37][C:38]([CH3:41])([CH3:40])[CH3:39])[CH2:30][CH2:29]1, predict the reaction product. (8) Given the reactants [CH3:1][C:2]1[O:6][C:5]([C:7]2[CH:12]=[CH:11][C:10]([O:13][CH2:14][C:15]3[CH:20]=[CH:19][CH:18]=[CH:17][N:16]=3)=[CH:9][CH:8]=2)=[N:4][C:3]=1[CH2:21][CH2:22][OH:23].C(N(CC)CC)C.[CH3:31][S:32](Cl)(=[O:34])=[O:33], predict the reaction product. The product is: [CH3:1][C:2]1[O:6][C:5]([C:7]2[CH:12]=[CH:11][C:10]([O:13][CH2:14][C:15]3[CH:20]=[CH:19][CH:18]=[CH:17][N:16]=3)=[CH:9][CH:8]=2)=[N:4][C:3]=1[CH2:21][CH2:22][O:23][S:32]([CH3:31])(=[O:34])=[O:33].